This data is from Reaction yield outcomes from USPTO patents with 853,638 reactions. The task is: Predict the reaction yield, written as a fraction of the theoretical maximum amount of product (1.0 means a 100% yield; for example, 0.34 means a 34% yield). (1) The product is [C:1]1([CH2:11][CH2:12][C:13]([O:15][CH2:16][CH3:17])=[O:14])[C:10]2[C:5](=[CH:6][CH:7]=[CH:8][CH:9]=2)[CH:4]=[CH:3][CH:2]=1. The catalyst is C(O)C.[C].[Pd]. The yield is 0.997. The reactants are [C:1]1(/[CH:11]=[CH:12]/[C:13]([O:15][CH2:16][CH3:17])=[O:14])[C:10]2[C:5](=[CH:6][CH:7]=[CH:8][CH:9]=2)[CH:4]=[CH:3][CH:2]=1. (2) The reactants are [CH2:1]([N:8]1[CH2:14][C:13]2[CH:15]=[C:16]([O:22][CH3:23])[C:17]([N+:19]([O-])=O)=[CH:18][C:12]=2[NH:11][C:10](=[O:24])[CH2:9]1)[C:2]1[CH:7]=[CH:6][CH:5]=[CH:4][CH:3]=1. The catalyst is CO.[Ni]. The product is [NH2:19][C:17]1[C:16]([O:22][CH3:23])=[CH:15][C:13]2[CH2:14][N:8]([CH2:1][C:2]3[CH:7]=[CH:6][CH:5]=[CH:4][CH:3]=3)[CH2:9][C:10](=[O:24])[NH:11][C:12]=2[CH:18]=1. The yield is 0.970. (3) The reactants are Cl[C:2]1[N:6]([CH2:7][CH3:8])[N:5]=[CH:4][C:3]=1[N+:9]([O-:11])=[O:10].[F:12][C:13]([F:25])([F:24])[C:14]([NH:16][C@@H:17]1[CH2:23][CH2:22][CH2:21][NH:20][CH2:19][CH2:18]1)=[O:15]. No catalyst specified. The product is [CH2:7]([N:6]1[C:2]([N:20]2[CH2:21][CH2:22][CH2:23][C@@H:17]([NH:16][C:14](=[O:15])[C:13]([F:24])([F:12])[F:25])[CH2:18][CH2:19]2)=[C:3]([N+:9]([O-:11])=[O:10])[CH:4]=[N:5]1)[CH3:8]. The yield is 0.600. (4) The reactants are [CH:1]12[O:8][CH:5]([CH2:6][CH2:7]1)[CH2:4][N:3]([C:9]1[CH:14]=[C:13]([NH:15][CH:16]([CH3:18])[CH3:17])[N:12]=[C:11](O)[N:10]=1)[CH2:2]2.O=P(Cl)(Cl)[Cl:22]. No catalyst specified. The product is [CH:1]12[O:8][CH:5]([CH2:6][CH2:7]1)[CH2:4][N:3]([C:9]1[N:10]=[C:11]([Cl:22])[N:12]=[C:13]([NH:15][CH:16]([CH3:18])[CH3:17])[CH:14]=1)[CH2:2]2. The yield is 0.690. (5) The reactants are [Br:1][C:2]1[CH:7]=[CH:6][C:5]([CH2:8][CH2:9][OH:10])=[C:4]([F:11])[CH:3]=1.[C:12](OC(=O)C)(=[O:14])[CH3:13]. The catalyst is ClCCl.N1C=CC=CC=1.CN(C)C1C=CN=CC=1. The product is [C:12]([O:10][CH2:9][CH2:8][C:5]1[CH:6]=[CH:7][C:2]([Br:1])=[CH:3][C:4]=1[F:11])(=[O:14])[CH3:13]. The yield is 0.810. (6) The reactants are [O:1]1[CH2:6][CH2:5][CH2:4][CH2:3][CH:2]1[N:7]1[C:15]2[C:10](=[CH:11][C:12]([C:16]3[N:20]=[CH:19][N:18]([C:21]([C:34]4[CH:39]=[CH:38][CH:37]=[CH:36][CH:35]=4)([C:28]4[CH:33]=[CH:32][CH:31]=[CH:30][CH:29]=4)[C:22]4[CH:27]=[CH:26][CH:25]=[CH:24][CH:23]=4)[N:17]=3)=[CH:13][CH:14]=2)[C:9]([C:40]2[CH:41]=[C:42]([CH:47]=[CH:48][CH:49]=2)[C:43]([O:45]C)=O)=[N:8]1.O.[OH-].[Li+].[CH3:53][C@@H:54]([NH2:61])[C:55]1[CH:60]=[CH:59][CH:58]=[CH:57][CH:56]=1.O.ON1C2C=CC=CC=2N=N1.Cl.CN(C)CCCN=C=NCC. The catalyst is O1CCCC1.O1CCCC1.O. The product is [C:55]1([C@H:54]([NH:61][C:43]([C:42]2[CH:47]=[CH:48][CH:49]=[C:40]([C:9]3[C:10]4[C:15](=[CH:14][CH:13]=[C:12]([C:16]5[N:20]=[CH:19][N:18]([C:21]([C:22]6[CH:23]=[CH:24][CH:25]=[CH:26][CH:27]=6)([C:28]6[CH:33]=[CH:32][CH:31]=[CH:30][CH:29]=6)[C:34]6[CH:39]=[CH:38][CH:37]=[CH:36][CH:35]=6)[N:17]=5)[CH:11]=4)[N:7]([CH:2]4[CH2:3][CH2:4][CH2:5][CH2:6][O:1]4)[N:8]=3)[CH:41]=2)=[O:45])[CH3:53])[CH:60]=[CH:59][CH:58]=[CH:57][CH:56]=1. The yield is 0.860.